Dataset: Reaction yield outcomes from USPTO patents with 853,638 reactions. Task: Predict the reaction yield, written as a fraction of the theoretical maximum amount of product (1.0 means a 100% yield; for example, 0.34 means a 34% yield). The reactants are COC1C=C(OC)C=CC=1C[N:6]1[C:11](=[O:12])[C:10]([CH2:13][C:14]2[CH:19]=[CH:18][C:17]([C:20]3[CH:25]=[CH:24][CH:23]=[CH:22][C:21]=3[C:26]3[NH:30][C:29](=[O:31])[O:28][N:27]=3)=[CH:16][C:15]=2[F:32])=[C:9]([CH2:33][CH2:34][CH3:35])[N:8]2[N:36]=[CH:37][N:38]=[C:7]12.FC(F)(F)C(O)=O. The catalyst is C1(C)C=CC=CC=1. The product is [F:32][C:15]1[CH:16]=[C:17]([C:20]2[CH:25]=[CH:24][CH:23]=[CH:22][C:21]=2[C:26]2[NH:30][C:29](=[O:31])[O:28][N:27]=2)[CH:18]=[CH:19][C:14]=1[CH2:13][C:10]1[C:11](=[O:12])[NH:6][C:7]2[N:8]([N:36]=[CH:37][N:38]=2)[C:9]=1[CH2:33][CH2:34][CH3:35]. The yield is 0.100.